Dataset: Reaction yield outcomes from USPTO patents with 853,638 reactions. Task: Predict the reaction yield, written as a fraction of the theoretical maximum amount of product (1.0 means a 100% yield; for example, 0.34 means a 34% yield). (1) The reactants are C(O[CH:4](OCC)[C:5](=[NH:8])OC)C.[CH3:12][C:13]1[CH:18]=[C:17]([CH3:19])[CH:16]=[CH:15][C:14]=1[CH2:20][NH2:21]. The catalyst is CO. The product is [CH3:19][C:17]1[CH:16]=[C:15]2[C:4](=[C:13]([CH3:12])[CH:18]=1)[CH:5]=[N:8][C:20]([NH2:21])=[CH:14]2. The yield is 0.900. (2) The reactants are [Br:1][C:2]1[CH:7]=[CH:6][C:5]([S:8](Cl)(=[O:10])=[O:9])=[CH:4][C:3]=1[F:12].[NH:13]1[CH2:17][CH2:16][CH2:15][CH2:14]1. The catalyst is ClCCl. The product is [Br:1][C:2]1[CH:7]=[CH:6][C:5]([S:8]([N:13]2[CH2:17][CH2:16][CH2:15][CH2:14]2)(=[O:10])=[O:9])=[CH:4][C:3]=1[F:12]. The yield is 0.960. (3) The reactants are [I:1][C:2]1[C:10]2[C:5](=[CH:6][C:7]([CH3:11])=[CH:8][CH:9]=2)[NH:4][N:3]=1.Cl.Cl[CH2:14][CH2:15][N:16]([CH3:18])[CH3:17].C(=O)([O-])[O-].[K+].[K+].O. The catalyst is CN(C=O)C. The product is [I:1][C:2]1[C:10]2[C:5](=[CH:6][C:7]([CH3:11])=[CH:8][CH:9]=2)[N:4]([CH2:14][CH2:15][N:16]([CH3:18])[CH3:17])[N:3]=1. The yield is 1.00. (4) The reactants are Br[C:2]1[CH:7]=[CH:6][C:5]([C:8]#[N:9])=[CH:4][N:3]=1.[CH:10]1([CH2:13][NH2:14])[CH2:12][CH2:11]1. The catalyst is O1CCOCC1. The product is [CH:10]1([CH2:13][NH:14][C:2]2[CH:7]=[CH:6][C:5]([C:8]#[N:9])=[CH:4][N:3]=2)[CH2:12][CH2:11]1. The yield is 0.950. (5) The reactants are [NH2:1][C:2]([O:4][C@@H:5]([C@@H:48]([CH3:53])/[CH:49]=[CH:50]\[CH:51]=[CH2:52])[C@@H:6]([CH3:47])[C@H:7]([O:39][Si](C(C)(C)C)(C)C)[C@@H:8]([CH3:38])[CH2:9]/[C:10](/[CH3:37])=[CH:11]\[C@H:12]([CH3:36])[C@@H:13]([O:28][Si](C(C)(C)C)(C)C)[C@@H:14]([CH3:27])/[CH:15]=[CH:16]\[C:17]([N:19]([CH3:26])[C:20]1[CH:25]=[CH:24][CH:23]=[CH:22][CH:21]=1)=[O:18])=[O:3].Cl.C([O-])(O)=O.[Na+]. The catalyst is CO. The product is [NH2:1][C:2]([O:4][C@@H:5]([C@@H:48]([CH3:53])/[CH:49]=[CH:50]\[CH:51]=[CH2:52])[C@@H:6]([CH3:47])[C@H:7]([OH:39])[C@@H:8]([CH3:38])[CH2:9]/[C:10](/[CH3:37])=[CH:11]\[CH:12]([CH3:36])[CH:13]([OH:28])[CH:14]([CH3:27])/[CH:15]=[CH:16]\[C:17]([N:19]([CH3:26])[C:20]1[CH:21]=[CH:22][CH:23]=[CH:24][CH:25]=1)=[O:18])=[O:3]. The yield is 0.320. (6) The reactants are [NH2:1][C:2]1[N:12]=[CH:11][C:10](/[CH:13]=[CH:14]/[C:15]([O:17][CH2:18][CH3:19])=[O:16])=[CH:9][C:3]=1[C:4]([O:6][CH2:7][CH3:8])=[O:5].[C:20](O[C:20](=[O:24])[CH2:21][CH2:22][CH3:23])(=[O:24])[CH2:21][CH2:22][CH3:23]. The catalyst is C(Cl)Cl.[NH4+].[OH-].O. The product is [C:20]([NH:1][C:2]1[N:12]=[CH:11][C:10](/[CH:13]=[CH:14]/[C:15]([O:17][CH2:18][CH3:19])=[O:16])=[CH:9][C:3]=1[C:4]([O:6][CH2:7][CH3:8])=[O:5])(=[O:24])[CH2:21][CH2:22][CH3:23]. The yield is 0.730.